This data is from Reaction yield outcomes from USPTO patents with 853,638 reactions. The task is: Predict the reaction yield, written as a fraction of the theoretical maximum amount of product (1.0 means a 100% yield; for example, 0.34 means a 34% yield). (1) The reactants are CC1(C)[O:38][C@H:5]2[O:6][C@H:7]([CH2:15][N:16]3[C:24]4[C:19](=[CH:20][CH:21]=[CH:22][CH:23]=4)[C:18]4([C:36]5[C:27](=[CH:28][C:29]6[O:34][CH2:33][CH2:32][O:31][C:30]=6[CH:35]=5)[O:26][CH2:25]4)[C:17]3=[O:37])[C@@H:8]3[O:12]C(C)(C)[O:10][C@@H:9]3[C@H:4]2[O:3]1. The catalyst is FC(F)(F)C(O)=O. The product is [O:37]=[C:17]1[C:18]2([C:36]3[C:27](=[CH:28][C:29]4[O:34][CH2:33][CH2:32][O:31][C:30]=4[CH:35]=3)[O:26][CH2:25]2)[C:19]2[C:24](=[CH:23][CH:22]=[CH:21][CH:20]=2)[N:16]1[CH2:15][C@H:7]1[O:6][CH:5]([OH:38])[C@H:4]([OH:3])[C@@H:9]([OH:10])[C@H:8]1[OH:12]. The yield is 0.0700. (2) The reactants are [CH3:1][N:2]([CH3:32])[C:3]([C:5]1[N:26]([CH:27]2[CH2:31][CH2:30][CH2:29][CH2:28]2)[C:8]2[N:9]=[C:10]([NH:13][C:14]3[CH:19]=[CH:18][C:17]([N:20]4[CH2:25][CH2:24][NH:23][CH2:22][CH2:21]4)=[CH:16][N:15]=3)[N:11]=[CH:12][C:7]=2[CH:6]=1)=[O:4].Br[CH2:34][CH:35]([CH3:38])[CH2:36][CH3:37]. No catalyst specified. The product is [CH3:1][N:2]([CH3:32])[C:3]([C:5]1[N:26]([CH:27]2[CH2:31][CH2:30][CH2:29][CH2:28]2)[C:8]2[N:9]=[C:10]([NH:13][C:14]3[CH:19]=[CH:18][C:17]([N:20]4[CH2:21][CH2:22][N:23]([CH2:34][CH:35]([CH3:38])[CH2:36][CH3:37])[CH2:24][CH2:25]4)=[CH:16][N:15]=3)[N:11]=[CH:12][C:7]=2[CH:6]=1)=[O:4]. The yield is 0.420. (3) The reactants are [OH-].[Li+].[CH:3]1([C@H:9]([NH:14][C:15]([C:17]2[CH:22]=[CH:21][C:20]([C:23]3[CH:28]=[CH:27][CH:26]=[CH:25][CH:24]=3)=[CH:19][C:18]=2[NH:29][C:30](=[O:41])[CH2:31][C:32]2[C:37]([Cl:38])=[CH:36][C:35]([Cl:39])=[CH:34][C:33]=2[Cl:40])=[O:16])[C:10]([O:12]C)=[O:11])[CH2:8][CH2:7][CH2:6][CH2:5][CH2:4]1.CO.O. The catalyst is C1COCC1. The product is [CH:3]1([C@H:9]([NH:14][C:15]([C:17]2[CH:22]=[CH:21][C:20]([C:23]3[CH:28]=[CH:27][CH:26]=[CH:25][CH:24]=3)=[CH:19][C:18]=2[NH:29][C:30](=[O:41])[CH2:31][C:32]2[C:37]([Cl:38])=[CH:36][C:35]([Cl:39])=[CH:34][C:33]=2[Cl:40])=[O:16])[C:10]([OH:12])=[O:11])[CH2:8][CH2:7][CH2:6][CH2:5][CH2:4]1. The yield is 0.560. (4) The reactants are [H-].[Na+].[O:3]=[C:4]1[NH:9][CH2:8][CH2:7][N:6]([C:10]([O:12][C:13]([CH3:16])([CH3:15])[CH3:14])=[O:11])[CH2:5]1.[F:17][C:18]([F:28])([F:27])[C:19]1[CH:26]=[CH:25][C:22]([CH2:23]Cl)=[CH:21][CH:20]=1. The catalyst is CN(C=O)C. The product is [O:3]=[C:4]1[N:9]([CH2:23][C:22]2[CH:21]=[CH:20][C:19]([C:18]([F:17])([F:27])[F:28])=[CH:26][CH:25]=2)[CH2:8][CH2:7][N:6]([C:10]([O:12][C:13]([CH3:16])([CH3:15])[CH3:14])=[O:11])[CH2:5]1. The yield is 0.910. (5) The reactants are Br[CH:2]1[CH:7](O)[CH:6]=[C:5]([C:9]2[CH:14]=[CH:13][N:12]=[CH:11][C:10]=2[N+:15]([O-:17])=[O:16])[CH2:4][CH:3]1[CH3:18].CC(C)([O-:22])C.[K+].[Cl-].[NH4+].[N-:27]=[N+:28]=[N-:29].[Na+]. The catalyst is C1COCC1.O. The product is [N:27]([CH:7]1[CH:6]=[C:5]([C:9]2[CH:14]=[CH:13][N:12]=[CH:11][C:10]=2[N+:15]([O-:17])=[O:16])[CH2:4][CH:3]([CH3:18])[CH:2]1[OH:22])=[N+:28]=[N-:29]. The yield is 0.550. (6) The reactants are [C:1]([NH:8][C@H:9]([C:19]([O:21][C:22]([CH3:25])([CH3:24])[CH3:23])=[O:20])[CH2:10][CH2:11][C:12]([O:14][C:15]([CH3:18])([CH3:17])[CH3:16])=[O:13])([O:3][C:4]([CH3:7])([CH3:6])[CH3:5])=[O:2].C[Si]([N-][Si](C)(C)C)(C)C.[Li+].[CH2:36]([O:43][C:44]1[CH:45]=[CH:46][C:47]([CH2:50]Br)=[N:48][CH:49]=1)[C:37]1[CH:42]=[CH:41][CH:40]=[CH:39][CH:38]=1.Cl. The catalyst is O1CCCC1. The product is [CH2:36]([O:43][C:44]1[CH:45]=[CH:46][C:47]([CH2:50][C@H:11]([C:12]([O:14][C:15]([CH3:16])([CH3:18])[CH3:17])=[O:13])[CH2:10][C@@H:9]([C:19]([O:21][C:22]([CH3:25])([CH3:24])[CH3:23])=[O:20])[NH:8][C:1]([O:3][C:4]([CH3:7])([CH3:6])[CH3:5])=[O:2])=[N:48][CH:49]=1)[C:37]1[CH:38]=[CH:39][CH:40]=[CH:41][CH:42]=1. The yield is 0.660. (7) The reactants are [N:1]1[CH:6]=[CH:5][CH:4]=[C:3]([CH:7]=O)[CH:2]=1.[CH3:9][C@@H:10]1[CH2:15][NH:14][C@@H:13]([CH3:16])[CH2:12][N:11]1[C:17]1[CH:18]=[CH:19][C:20]2[N:21]([C:23]([C:26]([F:29])([F:28])[F:27])=[N:24][N:25]=2)[N:22]=1. No catalyst specified. The product is [CH3:9][C@@H:10]1[CH2:15][N:14]([CH2:7][C:3]2[CH:2]=[N:1][CH:6]=[CH:5][CH:4]=2)[C@@H:13]([CH3:16])[CH2:12][N:11]1[C:17]1[CH:18]=[CH:19][C:20]2[N:21]([C:23]([C:26]([F:29])([F:28])[F:27])=[N:24][N:25]=2)[N:22]=1. The yield is 0.840. (8) The reactants are [OH:1][C:2]1[CH:9]=[C:8]([O:10][CH3:11])[C:7]([C:12]2[S:13][CH:14]=[CH:15][CH:16]=2)=[CH:6][C:3]=1[CH:4]=[O:5].Cl[CH2:18][CH:19]1[CH2:21][CH2:20]1. The yield is 0.180. No catalyst specified. The product is [CH:19]1([CH2:18][O:1][C:2]2[CH:9]=[C:8]([O:10][CH3:11])[C:7]([C:12]3[S:13][CH:14]=[CH:15][CH:16]=3)=[CH:6][C:3]=2[CH:4]=[O:5])[CH2:21][CH2:20]1. (9) The product is [S:26]1[CH:30]=[CH:29][C:28]([CH2:31][C:32]([NH:1][C:2]2[CH:3]=[C:4]([C:8]3[C:16]4[C:11](=[CH:12][CH:13]=[C:14]([C:17]([NH2:19])=[O:18])[CH:15]=4)[NH:10][N:9]=3)[CH:5]=[CH:6][CH:7]=2)=[O:33])=[CH:27]1. The reactants are [NH2:1][C:2]1[CH:3]=[C:4]([C:8]2[C:16]3[C:11](=[CH:12][CH:13]=[C:14]([C:17]([NH2:19])=[O:18])[CH:15]=3)[N:10](C3CCCCO3)[N:9]=2)[CH:5]=[CH:6][CH:7]=1.[S:26]1[CH:30]=[CH:29][C:28]([CH2:31][C:32](O)=[O:33])=[CH:27]1.CCN=C=NCCCN(C)C. No catalyst specified. The yield is 0.0500. (10) The reactants are [O:1]1[CH2:5][CH2:4][O:3][CH:2]1[CH2:6][CH:7]1[C:9]2([CH2:12][N:11]([C:13]([C:15]3[C:20]([NH:21][C:22]4[CH:27]=[CH:26][C:25]([I:28])=[CH:24][C:23]=4[F:29])=[C:19]([F:30])[C:18]([F:31])=[CH:17][CH:16]=3)=[O:14])[CH2:10]2)[O:8]1.[N-:32]=[N+:33]=[N-:34].[Na+].C(OCC)(=O)C. The catalyst is CN(C)C=O. The product is [N:32]([CH:7]([C:9]1([OH:8])[CH2:10][N:11]([C:13]([C:15]2[CH:16]=[CH:17][C:18]([F:31])=[C:19]([F:30])[C:20]=2[NH:21][C:22]2[CH:27]=[CH:26][C:25]([I:28])=[CH:24][C:23]=2[F:29])=[O:14])[CH2:12]1)[CH2:6][CH:2]1[O:3][CH2:4][CH2:5][O:1]1)=[N+:33]=[N-:34]. The yield is 0.740.